Dataset: Full USPTO retrosynthesis dataset with 1.9M reactions from patents (1976-2016). Task: Predict the reactants needed to synthesize the given product. (1) Given the product [Cl:1][C:2]1[N:3]=[C:4]([N:13]2[CH2:18][CH2:17][O:16][CH2:15][CH2:14]2)[C:5]2[S:10][CH:9]=[C:8]([I:11])[C:6]=2[N:7]=1, predict the reactants needed to synthesize it. The reactants are: [Cl:1][C:2]1[N:3]=[C:4](Cl)[C:5]2[S:10][CH:9]=[C:8]([I:11])[C:6]=2[N:7]=1.[NH:13]1[CH2:18][CH2:17][O:16][CH2:15][CH2:14]1. (2) Given the product [CH2:1]([C@H:8]([NH:37][C:38](=[O:48])[O:39][C@@H:40]1[C@H:47]2[C@H:43]([O:44][CH2:45][CH2:46]2)[O:42][CH2:41]1)[C@H:9]([OH:36])[CH2:10][N:11]([O:30][CH:31]1[CH2:32][CH2:33][CH2:34][CH2:35]1)[S:12]([C:15]1[CH:16]=[CH:17][CH:18]=[C:19]([O:36][CH2:9][CH2:8][N:37]2[CH2:54][CH2:53][O:52][CH2:49][CH2:50]2)[CH:20]=1)(=[O:14])=[O:13])[C:2]1[CH:7]=[CH:6][CH:5]=[CH:4][CH:3]=1, predict the reactants needed to synthesize it. The reactants are: [CH2:1]([C@H:8]([NH:37][C:38](=[O:48])[O:39][C@@H:40]1[C@H:47]2[C@H:43]([O:44][CH2:45][CH2:46]2)[O:42][CH2:41]1)[C@H:9]([OH:36])[CH2:10][N:11]([O:30][CH:31]1[CH2:35][CH2:34][CH2:33][CH2:32]1)[S:12]([C:15]1[CH:20]=[CH:19][C:18](OCCN2CCOCC2)=[CH:17][CH:16]=1)(=[O:14])=[O:13])[C:2]1[CH:7]=[CH:6][CH:5]=[CH:4][CH:3]=1.[C:49]([O:52][CH2:53][CH3:54])(=O)[CH3:50]. (3) Given the product [NH2:18][CH2:17][CH2:16][NH:19][C:7]([C:4]1[CH:5]=[CH:6][C:1]([C:10]2[CH:15]=[CH:14][CH:13]=[CH:12][CH:11]=2)=[CH:2][CH:3]=1)=[O:8], predict the reactants needed to synthesize it. The reactants are: [C:1]1([C:10]2[CH:15]=[CH:14][CH:13]=[CH:12][CH:11]=2)[CH:6]=[CH:5][C:4]([C:7](Cl)=[O:8])=[CH:3][CH:2]=1.[CH2:16]([NH2:19])[CH2:17][NH2:18].O. (4) The reactants are: [Cl:1][C:2]1[C:10]2[NH:9][N:8]=[CH:7][C:6]=2[C:5]2[CH2:11][N:12]3[C:19]([C:20]4([C:23]([F:26])([F:25])[F:24])[CH2:22][CH2:21]4)=[CH:18][N:17]=[C:13]3[C@H:14]([NH2:16])[CH2:15][C:4]=2[CH:3]=1.C(N(CC)CC)C.Cl[C:35](OC1C=CC([N+]([O-])=O)=CC=1)=[O:36].Cl.Cl.[NH:49]1[CH2:54][CH2:53][CH:52]([N:55]2[C:63]3[C:58](=[N:59][CH:60]=[CH:61][CH:62]=3)[NH:57][C:56]2=[O:64])[CH2:51][CH2:50]1. Given the product [Cl:1][C:2]1[C:10]2[NH:9][N:8]=[CH:7][C:6]=2[C:5]2[CH2:11][N:12]3[C:19]([C:20]4([C:23]([F:24])([F:25])[F:26])[CH2:21][CH2:22]4)=[CH:18][N:17]=[C:13]3[C@H:14]([NH:16][C:35]([N:49]3[CH2:50][CH2:51][CH:52]([N:55]4[C:63]5[C:58](=[N:59][CH:60]=[CH:61][CH:62]=5)[NH:57][C:56]4=[O:64])[CH2:53][CH2:54]3)=[O:36])[CH2:15][C:4]=2[CH:3]=1, predict the reactants needed to synthesize it. (5) Given the product [CH3:19][N:16]1[C:17]2[C:13](=[CH:12][CH:11]=[C:10]([S:7]([NH:6][C:37]3[S:41][N:40]=[CH:39][N:38]=3)(=[O:8])=[O:9])[CH:18]=2)[C:14]([C:20]2[CH:21]=[CH:22][CH:23]=[C:24]3[C:29]=2[CH2:28][NH:27][CH2:26][CH2:25]3)=[CH:15]1, predict the reactants needed to synthesize it. The reactants are: COC1C=C(OC)C=CC=1C[N:6]([C:37]1[S:41][N:40]=[CH:39][N:38]=1)[S:7]([C:10]1[CH:18]=[C:17]2[C:13]([C:14]([C:20]3[CH:21]=[CH:22][CH:23]=[C:24]4[C:29]=3[CH2:28][N:27](C(OC(C)(C)C)=O)[CH2:26][CH2:25]4)=[CH:15][N:16]2[CH3:19])=[CH:12][CH:11]=1)(=[O:9])=[O:8].C(O)(C(F)(F)F)=O. (6) Given the product [CH3:1][O:2][C:3]([N:5]1[C:11]2[CH:12]=[CH:13][CH:14]=[CH:15][C:10]=2[CH2:9][N:8]2[C:16]([C:19]([NH:22][CH2:23][C:24]3[CH:25]=[N:26][CH:27]=[CH:28][CH:29]=3)=[O:21])=[CH:17][CH:18]=[C:7]2[CH2:6]1)=[O:4], predict the reactants needed to synthesize it. The reactants are: [CH3:1][O:2][C:3]([N:5]1[C:11]2[CH:12]=[CH:13][CH:14]=[CH:15][C:10]=2[CH2:9][N:8]2[C:16]([C:19]([OH:21])=O)=[CH:17][CH:18]=[C:7]2[CH2:6]1)=[O:4].[NH2:22][CH2:23][C:24]1[CH:25]=[N:26][CH:27]=[CH:28][CH:29]=1. (7) Given the product [CH3:33][N:14]([CH2:15][C:16]1[C:17]([CH3:32])=[N:18][C:19]([C:22]2[CH:27]=[CH:26][C:25]([C:28]([F:30])([F:29])[F:31])=[CH:24][CH:23]=2)=[N:20][CH:21]=1)[C:10]1[CH:9]=[C:8]2[C:13](=[CH:12][CH:11]=1)[N:5]([CH2:4][C:3]([OH:34])=[O:2])[CH:6]=[CH:7]2, predict the reactants needed to synthesize it. The reactants are: C[O:2][C:3](=[O:34])[CH2:4][N:5]1[C:13]2[C:8](=[CH:9][C:10]([N:14]([CH3:33])[CH2:15][C:16]3[C:17]([CH3:32])=[N:18][C:19]([C:22]4[CH:27]=[CH:26][C:25]([C:28]([F:31])([F:30])[F:29])=[CH:24][CH:23]=4)=[N:20][CH:21]=3)=[CH:11][CH:12]=2)[CH:7]=[CH:6]1.[OH-].[Li+].Cl. (8) Given the product [OH:15][C@@H:10]1[C@@H:11]([CH2:13][OH:14])[O:12][C@H:6]2[C@H:7]([N:8]=[C:4]([N:3]([CH2:1][CH3:2])[C:29](=[O:30])[O:28][C:25]([CH3:27])([CH3:26])[CH3:24])[S:5]2)[C@H:9]1[OH:16], predict the reactants needed to synthesize it. The reactants are: [CH2:1]([NH:3][C:4]1[S:5][C@H:6]2[O:12][C@H:11]([CH2:13][OH:14])[C@@H:10]([OH:15])[C@H:9]([OH:16])[C@H:7]2[N:8]=1)[CH3:2].CCN(CC)CC.[CH3:24][C:25]([O:28][C:29](O[C:29]([O:28][C:25]([CH3:27])([CH3:26])[CH3:24])=[O:30])=[O:30])([CH3:27])[CH3:26].